Dataset: Forward reaction prediction with 1.9M reactions from USPTO patents (1976-2016). Task: Predict the product of the given reaction. Given the reactants C[C:2]1[NH:3][C:4]([CH3:18])=[C:5]([C:13](OCC)=O)[CH2:6][C:7]=1[C:8](OCC)=O.C(=O)C(C)C.[CH3:24][O:25][C:26]1C=CC(N)=C[CH:27]=1, predict the reaction product. The product is: [CH2:2]([NH:3][C:4]1[CH:5]=[CH:13][C:26]([O:25][CH3:24])=[CH:27][CH:18]=1)[CH:7]([CH3:6])[CH3:8].